This data is from Full USPTO retrosynthesis dataset with 1.9M reactions from patents (1976-2016). The task is: Predict the reactants needed to synthesize the given product. Given the product [CH2:21]([C:7]1[O:8][C:9]([C:11]2[CH:16]=[CH:15][C:14]([C:17]([F:18])([F:19])[F:20])=[CH:13][CH:12]=2)=[CH:10][C:6]=1[CH2:4][OH:3])[CH:42]([CH3:43])[CH3:41], predict the reactants needed to synthesize it. The reactants are: [Br-].C[O:3][C:4]([C:6]1[CH:10]=[C:9]([C:11]2[CH:16]=[CH:15][C:14]([C:17]([F:20])([F:19])[F:18])=[CH:13][CH:12]=2)[O:8][C:7]=1[CH2:21][P+](C1C=CC=CC=1)(C1C=CC=CC=1)C1C=CC=CC=1)=O.[CH3:41][C:42](=O)[CH3:43].